This data is from Forward reaction prediction with 1.9M reactions from USPTO patents (1976-2016). The task is: Predict the product of the given reaction. (1) Given the reactants Cl[C:2]1[N:7]=[C:6]([C:8]2[C:16]3[C:11](=[CH:12][CH:13]=[CH:14][CH:15]=3)[N:10]([S:17]([C:20]3[CH:25]=[CH:24][CH:23]=[CH:22][CH:21]=3)(=[O:19])=[O:18])[CH:9]=2)[C:5]([Cl:26])=[CH:4][N:3]=1.[C:27]12([NH2:38])[CH2:36][CH:31]3[CH2:32][CH:33]([CH2:35][C:29]([NH2:37])([CH2:30]3)[CH2:28]1)[CH2:34]2.CCN(C(C)C)C(C)C, predict the reaction product. The product is: [Cl:26][C:5]1[C:6]([C:8]2[C:16]3[C:11](=[CH:12][CH:13]=[CH:14][CH:15]=3)[N:10]([S:17]([C:20]3[CH:25]=[CH:24][CH:23]=[CH:22][CH:21]=3)(=[O:19])=[O:18])[CH:9]=2)=[N:7][C:2]([NH:37][C:29]23[CH2:35][CH:33]4[CH2:32][CH:31]([CH2:36][C:27]([NH2:38])([CH2:34]4)[CH2:28]2)[CH2:30]3)=[N:3][CH:4]=1. (2) Given the reactants [CH:1]1([C:4]2[CH:9]=[CH:8][C:7]([C:10]3[CH:14]=[C:13]([CH:15]([N:20]4[CH:25]=[C:24]5[N:26]=[C:27]([C:29]6[CH:34]=[CH:33][CH:32]=[C:31]([F:35])[C:30]=6[F:36])[N:28]=[C:23]5[CH:22]=[N:21]4)[C:16]([O:18][CH3:19])=[O:17])[O:12][N:11]=3)=[C:6]([C:37]([F:40])([F:39])[F:38])[CH:5]=2)[CH2:3][CH2:2]1.C(N(CC)CC)C.[C:48]([O:51][CH2:52]C)(=O)[CH3:49].C(O)(=[O:56])C, predict the reaction product. The product is: [CH:1]1([C:4]2[CH:9]=[CH:8][C:7]([C:10]3[CH:14]=[C:13]([CH:15]([N:20]4[CH:25]=[C:24]5[N:26]=[C:27]([C:29]6[CH:34]=[CH:33][CH:32]=[C:31]([F:35])[C:30]=6[F:36])[N:28]=[C:23]5[CH:22]=[N:21]4)[C:16]([O:18][CH2:19][CH2:52][O:51][CH2:48][CH2:49][OH:56])=[O:17])[O:12][N:11]=3)=[C:6]([C:37]([F:39])([F:38])[F:40])[CH:5]=2)[CH2:3][CH2:2]1.